From a dataset of Forward reaction prediction with 1.9M reactions from USPTO patents (1976-2016). Predict the product of the given reaction. (1) Given the reactants F[C:2](F)(F)[C:3](O)=O.C([N:10]([C:13]([CH2:20][C:21]1[CH:26]=[CH:25][CH:24]=[CH:23][CH:22]=1)([C:17]([OH:19])=[O:18])[C:14]([OH:16])=[O:15])CC)C.[CH:27](N(C(C)C)CC)(C)[CH3:28].[C:36]1([C@H:42]([N:44]=[C:45]=[O:46])[CH3:43])[CH:41]=[CH:40][CH:39]=[CH:38][CH:37]=1.O, predict the reaction product. The product is: [CH2:27]([O:16][C:14](=[O:15])[C:13]([CH2:20][C:21]1[CH:22]=[CH:23][CH:24]=[CH:25][CH:26]=1)([NH:10][C:45](=[O:46])[NH:44][C@@H:42]([C:36]1[CH:41]=[CH:40][CH:39]=[CH:38][CH:37]=1)[CH3:43])[C:17]([O:19][CH2:2][CH3:3])=[O:18])[CH3:28]. (2) The product is: [O:44]1[C:38]2[C:40]([CH:10]=[CH:11][CH:12]=2)=[CH:13][CH:8]=[C:9]1[CH:25]1[C:26]([C:28]2[CH:29]=[C:30]([CH:31]=[CH:32][CH:33]=2)[C:34]#[N:35])=[N:7][C:8]2[CH:13]=[CH:12][CH:11]=[CH:10][C:9]=2[NH:23][C:24]1=[O:36]. Given the reactants C(OC(=O)[NH:7][C:8]1[CH:13]=[CH:12][CH:11]=[C:10](C2OC3=CC=CC3=CC=2)[C:9]=1[NH:23][C:24](=[O:36])[CH2:25][C:26]([C:28]1[CH:33]=[CH:32][CH:31]=[C:30]([C:34]#[N:35])[CH:29]=1)=O)(C)(C)C.[C:38]([OH:44])([C:40](F)(F)F)=O, predict the reaction product. (3) The product is: [N:1]1[CH:6]=[CH:5][CH:4]=[C:3]([N:7]2[CH:11]=[C:10]([C:12]3[N:17]=[C:25]([C:24](=[O:36])[CH3:20])[CH:26]=[CH:31][CH:32]=3)[CH:9]=[N:8]2)[CH:2]=1. Given the reactants [N:1]1[CH:6]=[CH:5][CH:4]=[C:3]([N:7]2[CH:11]=[C:10]([C:12]3[N:17]=C(C#N)C=CC=3)[CH:9]=[N:8]2)[CH:2]=1.[CH3:20][Mg]Cl.Cl.[C:24]([O-:36])(=O)[CH2:25][C:26]([CH2:31][C:32]([O-])=O)(C([O-])=O)O.[OH-].[Na+].[Na+].[Cl-], predict the reaction product.